This data is from Experimentally validated miRNA-target interactions with 360,000+ pairs, plus equal number of negative samples. The task is: Binary Classification. Given a miRNA mature sequence and a target amino acid sequence, predict their likelihood of interaction. (1) The miRNA is hsa-miR-655-3p with sequence AUAAUACAUGGUUAACCUCUUU. The protein sequence of the target gene is MLWKITDNVKYEEDCEDRHDGSSNGNPRVPHLSSAGQHLYSPAPPLSHTGVAEYQPPPYFPPPYQQLAYSQSADPYSHLGEAYAAAINPLHQPAPTGSQQQAWPGRQSQEGAGLPSHHGRPAGLLPHLSGLEAGAVSARRDAYRRSDLLLPHAHALDAAGLAENLGLHDMPHQMDEVQNVDDQHLLLHDQTVIRKGPISMTKNPLNLPCQKELVGAVMNPTEVFCSVPGRLSLLSSTSKYKVTVAEVQRRLSPPECLNASLLGGVLRRAKSKNGGRSLREKLDKIGLNLPAGRRKAAHVT.... Result: 1 (interaction). (2) The miRNA is hsa-miR-1469 with sequence CUCGGCGCGGGGCGCGGGCUCC. The protein sequence of the target gene is MSGRSVPHAHPATAEYEFANPSRLGEQRFGEGLLPEEILTPTLYHGYYVRPRAAPAGEGSRAGASELRLSEGKFQAFLDVSHFTPDEVTVRTVDNLLEVSARHPQRLDRHGFVSREFCRTYVLPADVDPWRVRAALSHDGILNLEAPRGGRHLDTEVNEVYISLLPAPPDPEEEEEAAIVEP. Result: 0 (no interaction).